This data is from Full USPTO retrosynthesis dataset with 1.9M reactions from patents (1976-2016). The task is: Predict the reactants needed to synthesize the given product. (1) Given the product [CH2:1]([NH:8][C:9]([C:11]1[S:15][C:14]([NH:16][C:17]2[CH:22]=[C:21]([C:23](=[O:28])[NH:24][CH:25]3[CH2:27][CH2:26]3)[CH:20]=[CH:19][C:18]=2[CH3:29])=[N:13][C:12]=1[C:34]1[CH:35]=[CH:36][C:37]([F:38])=[C:32]([CH3:31])[CH:33]=1)=[O:10])[C:2]1[CH:7]=[CH:6][CH:5]=[CH:4][CH:3]=1, predict the reactants needed to synthesize it. The reactants are: [CH2:1]([NH:8][C:9]([C:11]1[S:15][C:14]([NH:16][C:17]2[CH:22]=[C:21]([C:23](=[O:28])[NH:24][CH:25]3[CH2:27][CH2:26]3)[CH:20]=[CH:19][C:18]=2[CH3:29])=[N:13][C:12]=1Br)=[O:10])[C:2]1[CH:7]=[CH:6][CH:5]=[CH:4][CH:3]=1.[CH3:31][C:32]1[CH:33]=[C:34](B(O)O)[CH:35]=[CH:36][C:37]=1[F:38].C([O-])([O-])=O.[K+].[K+]. (2) Given the product [C:31]([C:30]1[C:29]([N:23]2[CH2:24][CH2:25][N:26]([CH2:2][C:3]([NH:5][C:6]3[CH:11]=[CH:10][C:9]([C:12]([F:15])([F:14])[F:13])=[CH:8][CH:7]=3)=[O:4])[CH2:27][CH2:28]2)=[N:36][CH:35]=[CH:34][CH:33]=1)#[N:32], predict the reactants needed to synthesize it. The reactants are: Cl[CH2:2][C:3]([NH:5][C:6]1[CH:11]=[CH:10][C:9]([C:12]([F:15])([F:14])[F:13])=[CH:8][CH:7]=1)=[O:4].C(NC(C)C)(C)C.[N:23]1([C:29]2[N:36]=[CH:35][CH:34]=[CH:33][C:30]=2[C:31]#[N:32])[CH2:28][CH2:27][NH:26][CH2:25][CH2:24]1. (3) Given the product [Cl:12][C:4]1[C:5]([O:10][CH3:11])=[CH:6][C:7]([O:8][CH3:9])=[C:2]([Cl:1])[C:3]=1[C:13]1[CH:14]=[C:15]2[C:20](=[CH:21][CH:22]=1)[N:19]=[C:18]([NH:23][C@@H:24]1[CH2:29][CH2:28][CH2:27][CH2:26][C@@H:25]1[NH2:30])[N:17]=[CH:16]2, predict the reactants needed to synthesize it. The reactants are: [Cl:1][C:2]1[C:7]([O:8][CH3:9])=[CH:6][C:5]([O:10][CH3:11])=[C:4]([Cl:12])[C:3]=1[C:13]1[CH:14]=[C:15]2[C:20](=[CH:21][CH:22]=1)[N:19]=[C:18]([NH:23][C@@H:24]1[CH2:29][CH2:28][CH2:27][CH2:26][C@@H:25]1[NH:30]C(=O)OC(C)(C)C)[N:17]=[CH:16]2.C(O)(C(F)(F)F)=O.